This data is from Reaction yield outcomes from USPTO patents with 853,638 reactions. The task is: Predict the reaction yield, written as a fraction of the theoretical maximum amount of product (1.0 means a 100% yield; for example, 0.34 means a 34% yield). (1) The reactants are [CH2:1]([N:5]1[C:14]2[C:9](=[N:10][CH:11]=[C:12]([CH2:15][C:16]3[CH:21]=[CH:20][C:19]([F:22])=[CH:18][CH:17]=3)[CH:13]=2)[C:8]([OH:23])=[C:7]([C:24](OCC)=[O:25])[C:6]1=[O:29])[CH2:2][CH2:3][CH3:4].[NH2:30][CH2:31][CH2:32][CH2:33][N:34]1[CH2:38][CH2:37][CH2:36][C:35]1=[O:39]. No catalyst specified. The product is [CH2:1]([N:5]1[C:14]2[C:9](=[N:10][CH:11]=[C:12]([CH2:15][C:16]3[CH:21]=[CH:20][C:19]([F:22])=[CH:18][CH:17]=3)[CH:13]=2)[C:8]([OH:23])=[C:7]([C:24]([NH:30][CH2:31][CH2:32][CH2:33][N:34]2[CH2:38][CH2:37][CH2:36][C:35]2=[O:39])=[O:25])[C:6]1=[O:29])[CH2:2][CH2:3][CH3:4]. The yield is 0.400. (2) The reactants are [F:1][C:2]1[CH:7]=[CH:6][C:5]([C:8]2[O:9][CH:10]=[C:11]([CH2:13][CH2:14][NH2:15])[N:12]=2)=[CH:4][CH:3]=1.[F:16][C:17]([F:30])([F:29])[C:18]1[O:22][N:21]=[C:20]([CH2:23][CH2:24][CH2:25][C:26](O)=[O:27])[N:19]=1. No catalyst specified. The product is [F:1][C:2]1[CH:3]=[CH:4][C:5]([C:8]2[O:9][CH:10]=[C:11]([CH2:13][CH2:14][NH:15][C:26](=[O:27])[CH2:25][CH2:24][CH2:23][C:20]3[N:19]=[C:18]([C:17]([F:29])([F:30])[F:16])[O:22][N:21]=3)[N:12]=2)=[CH:6][CH:7]=1. The yield is 0.320. (3) The reactants are [CH3:1][O:2][C:3]([C:5]1[S:6][C:7]([Br:30])=[CH:8][C:9]=1[N:10]([CH:20]1[CH2:29][CH2:28][C:23]2(OCC[O:24]2)[CH2:22][CH2:21]1)[C:11]([C@H:13]1[CH2:18][CH2:17][C@H:16]([CH3:19])[CH2:15][CH2:14]1)=[O:12])=[O:4].Cl. The catalyst is O1CCCC1. The product is [CH3:1][O:2][C:3]([C:5]1[S:6][C:7]([Br:30])=[CH:8][C:9]=1[N:10]([C:11]([C@H:13]1[CH2:14][CH2:15][C@H:16]([CH3:19])[CH2:17][CH2:18]1)=[O:12])[CH:20]1[CH2:29][CH2:28][C:23](=[O:24])[CH2:22][CH2:21]1)=[O:4]. The yield is 0.950. (4) The reactants are [Cl:1][C:2]1[CH:10]=[CH:9][C:8]([C:11]2[CH:12]=[CH:13][C:14]3[O:18][C:17]([C:19]4[CH:24]=[CH:23][C:22]([F:25])=[CH:21][CH:20]=4)=[C:16]([C:26](=[O:29])[NH:27][CH3:28])[C:15]=3[CH:30]=2)=[CH:7][C:3]=1[C:4](O)=[O:5].[N:31]1[CH:36]=[CH:35][CH:34]=[CH:33][C:32]=1[C:37]1([NH2:40])[CH2:39][CH2:38]1.CN(C=O)C.CN(C(ON1N=NC2C=CC=NC1=2)=[N+](C)C)C.F[P-](F)(F)(F)(F)F. The catalyst is C(OCC)(=O)C. The yield is 0.664. The product is [Cl:1][C:2]1[CH:10]=[CH:9][C:8]([C:11]2[CH:12]=[CH:13][C:14]3[O:18][C:17]([C:19]4[CH:20]=[CH:21][C:22]([F:25])=[CH:23][CH:24]=4)=[C:16]([C:26]([NH:27][CH3:28])=[O:29])[C:15]=3[CH:30]=2)=[CH:7][C:3]=1[C:4](=[O:5])[NH:40][C:37]1([C:32]2[CH:33]=[CH:34][CH:35]=[CH:36][N:31]=2)[CH2:39][CH2:38]1. (5) The reactants are [F:1][C:2]1[C:10]([O:11]C)=[CH:9][CH:8]=[C:7]2[C:3]=1[CH:4]=[C:5]([CH3:13])[NH:6]2.B(Br)(Br)Br. The catalyst is C(Cl)Cl. The product is [F:1][C:2]1[C:10]([OH:11])=[CH:9][CH:8]=[C:7]2[C:3]=1[CH:4]=[C:5]([CH3:13])[NH:6]2. The yield is 0.700. (6) The reactants are [CH3:1][N:2]([CH:10]1[CH2:15][CH2:14][NH:13][CH2:12][CH2:11]1)[C:3](=[O:9])[O:4][C:5]([CH3:8])([CH3:7])[CH3:6].Cl[C:17]1[CH:22]=[CH:21][N:20]=[C:19]([C:23]#[N:24])[CH:18]=1.C([O-])([O-])=O.[K+].[K+]. The catalyst is C1COCC1. The product is [C:23]([C:19]1[CH:18]=[C:17]([N:13]2[CH2:12][CH2:11][CH:10]([N:2]([CH3:1])[C:3](=[O:9])[O:4][C:5]([CH3:8])([CH3:6])[CH3:7])[CH2:15][CH2:14]2)[CH:22]=[CH:21][N:20]=1)#[N:24]. The yield is 0.440.